Dataset: Peptide-MHC class II binding affinity with 134,281 pairs from IEDB. Task: Regression. Given a peptide amino acid sequence and an MHC pseudo amino acid sequence, predict their binding affinity value. This is MHC class II binding data. (1) The peptide sequence is RTAGVIIMMIPTVVA. The MHC is DRB1_0802 with pseudo-sequence DRB1_0802. The binding affinity (normalized) is 0.990. (2) The peptide sequence is AAATAGTTVYGDFAA. The MHC is HLA-DQA10401-DQB10402 with pseudo-sequence HLA-DQA10401-DQB10402. The binding affinity (normalized) is 0.596.